Task: Predict the product of the given reaction.. Dataset: Forward reaction prediction with 1.9M reactions from USPTO patents (1976-2016) (1) Given the reactants [CH3:1][C:2]1[CH:23]=[C:22]([N+:24]([O-:26])=[O:25])[CH:21]=[C:20]([CH3:27])[C:3]=1[O:4][C:5]1[CH:6]=[CH:7][C:8]([O:18]C)=[C:9]([S:11]([CH2:14][CH:15]2[CH2:17][CH2:16]2)(=[O:13])=[O:12])[CH:10]=1.B(Br)(Br)Br, predict the reaction product. The product is: [CH:15]1([CH2:14][S:11]([C:9]2[CH:10]=[C:5]([O:4][C:3]3[C:2]([CH3:1])=[CH:23][C:22]([N+:24]([O-:26])=[O:25])=[CH:21][C:20]=3[CH3:27])[CH:6]=[CH:7][C:8]=2[OH:18])(=[O:13])=[O:12])[CH2:17][CH2:16]1. (2) Given the reactants C[OH:2].Cl.Cl.Cl.[CH2:6]([NH:14][C:15]([NH:17][C:18]([NH:20][CH2:21][CH2:22][CH2:23][CH2:24][CH2:25][CH2:26][CH2:27][CH3:28])=[NH:19])=[NH:16])[CH2:7][C:8]1[CH:13]=[CH:12][CH:11]=[CH:10][CH:9]=1.[CH3:29][C:30]([CH3:32])=[O:31], predict the reaction product. The product is: [C:30]([OH:2])(=[O:31])[CH3:32].[CH2:21]([NH:20][C:18]1[NH:17][C:15]([NH:14][CH2:6][CH2:7][C:8]2[CH:13]=[CH:12][CH:11]=[CH:10][CH:9]=2)=[N:16][C:30]([CH3:32])([CH3:29])[N:19]=1)[CH2:22][CH2:23][CH2:24][CH2:25][CH2:26][CH2:27][CH3:28].